Dataset: Catalyst prediction with 721,799 reactions and 888 catalyst types from USPTO. Task: Predict which catalyst facilitates the given reaction. (1) Reactant: [CH3:1][C:2]1[C:3]2[CH:4]=[C:5]([OH:35])[CH:6]=[CH:7][C:8]=2[N:9]([CH2:18][C:19]2[CH:20]=[CH:21][C:22]([O:25][CH2:26][CH2:27][N:28]3[CH2:34][CH2:33][CH2:32][CH2:31][CH2:30][CH2:29]3)=[CH:23][CH:24]=2)[C:10]=1[C:11]1[CH:12]=[CH:13][C:14]([OH:17])=[CH:15][CH:16]=1.CC(O)=O. Product: [CH3:1][C:2]1[C:3]2[CH:4]=[C:5]([OH:35])[CH:6]=[CH:7][C:8]=2[N:9]([CH2:18][C:19]2[CH:24]=[CH:23][C:22]([O:25][CH2:26][CH2:27][N:28]3[CH2:29][CH2:30][CH2:31][CH2:32][CH2:33][CH2:34]3)=[CH:21][CH:20]=2)[C:10]=1[C:11]1[CH:12]=[CH:13][C:14]([OH:17])=[CH:15][CH:16]=1. The catalyst class is: 16. (2) Reactant: [Cl:1][C:2]1[C:7]([C:8]([O:10][CH3:11])=[O:9])=[C:6](Cl)[N:5]=[CH:4][N:3]=1.[F:13][C:14]1[CH:19]=[C:18]([C:20]([F:23])([F:22])[F:21])[CH:17]=[CH:16][C:15]=1[OH:24].C(=O)([O-])[O-].[K+].[K+]. Product: [Cl:1][C:2]1[C:7]([C:8]([O:10][CH3:11])=[O:9])=[C:6]([O:24][C:15]2[CH:16]=[CH:17][C:18]([C:20]([F:21])([F:22])[F:23])=[CH:19][C:14]=2[F:13])[N:5]=[CH:4][N:3]=1. The catalyst class is: 384. (3) Reactant: CO[C:3](=[O:28])[C:4]1[CH:9]=[C:8]([C:10]2[N:11]([O:15][CH2:16][C:17]3[CH:22]=[CH:21][CH:20]=[CH:19][CH:18]=3)[N:12]=[CH:13][CH:14]=2)[C:7]([C:23]([F:26])([F:25])[F:24])=[CH:6][C:5]=1[NH2:27].CC[N:31]([CH2:34]C)CC.[CH3:36][S:37]([NH:40]N)(=[O:39])=[O:38].[OH-:42].[Na+]. Product: [CH2:16]([O:15][N:11]1[C:10]([C:8]2[CH:9]=[C:4]3[C:5](=[CH:6][C:7]=2[C:23]([F:24])([F:26])[F:25])[NH:27][C:34](=[O:42])[N:31]([NH:40][S:37]([CH3:36])(=[O:39])=[O:38])[C:3]3=[O:28])=[CH:14][CH:13]=[N:12]1)[C:17]1[CH:18]=[CH:19][CH:20]=[CH:21][CH:22]=1. The catalyst class is: 2. (4) Reactant: C(=O)C=C.[F:5][C@@H:6]1[CH2:11][CH2:10][N:9]([C:12](=[O:15])[CH:13]=[CH2:14])[CH2:8][C@@H:7]1[NH:16][C:17]1[C:18]2[CH:25]=[CH:24][N:23](C(C3C=CC=CC=3)(C3C=CC=CC=3)C3C=CC=CC=3)[C:19]=2[N:20]=[CH:21][N:22]=1. Product: [N:20]1[C:19]2[NH:23][CH:24]=[CH:25][C:18]=2[C:17]([NH:16][C@@H:7]2[C@H:6]([F:5])[CH2:11][CH2:10][N:9]([C:12](=[O:15])[CH:13]=[CH2:14])[CH2:8]2)=[N:22][CH:21]=1. The catalyst class is: 55. (5) Reactant: C([O:4][CH2:5][C:6]1[C:7]([N:27]2[N:36]=[CH:35][C:34]3[C:29](=[C:30]([F:41])[CH:31]=[C:32]([C:37]([CH3:40])([CH3:39])[CH3:38])[CH:33]=3)[C:28]2=[O:42])=[N:8][CH:9]=[CH:10][C:11]=1[C:12]1[CH:17]=[C:16]([NH:18][C:19]2[O:20][C:21]([CH3:24])=[CH:22][N:23]=2)[C:15](=[O:25])[N:14]([CH3:26])[CH:13]=1)(=O)C.[OH-].[Li+]. Product: [C:37]([C:32]1[CH:33]=[C:34]2[C:29](=[C:30]([F:41])[CH:31]=1)[C:28](=[O:42])[N:27]([C:7]1[C:6]([CH2:5][OH:4])=[C:11]([C:12]3[CH:17]=[C:16]([NH:18][C:19]4[O:20][C:21]([CH3:24])=[CH:22][N:23]=4)[C:15](=[O:25])[N:14]([CH3:26])[CH:13]=3)[CH:10]=[CH:9][N:8]=1)[N:36]=[CH:35]2)([CH3:40])([CH3:38])[CH3:39]. The catalyst class is: 854. (6) Reactant: Cl[C:2]1[C:7]([NH2:8])=[CH:6][C:5]([F:9])=[CH:4][N:3]=1.[C:10]([O:14][C:15]([N:17]1[CH2:22][CH:21]=[C:20](B2OC(C)(C)C(C)(C)O2)[CH2:19][CH2:18]1)=[O:16])([CH3:13])([CH3:12])[CH3:11].C(=O)([O-])[O-].[Na+].[Na+]. Product: [C:10]([O:14][C:15]([N:17]1[CH2:18][CH:19]=[C:20]([C:2]2[C:7]([NH2:8])=[CH:6][C:5]([F:9])=[CH:4][N:3]=2)[CH2:21][CH2:22]1)=[O:16])([CH3:13])([CH3:11])[CH3:12]. The catalyst class is: 551. (7) Reactant: Cl.[NH2:2][C@H:3]1[CH2:7][CH2:6][N:5]([CH2:8][C:9]2[CH:18]=[C:17]3[C:12]([CH:13]=[CH:14][C:15]([Cl:19])=[N:16]3)=[CH:11][CH:10]=2)[C:4]1=[O:20].[S:21]1[C:25]([S:26](Cl)(=[O:28])=[O:27])=[CH:24][C:23]2[CH:30]=[CH:31][CH:32]=[CH:33][C:22]1=2.COC1C=C2C(C=CC(S(Cl)(=O)=O)=C2)=CC=1. Product: [Cl:19][C:15]1[CH:14]=[CH:13][C:12]2[C:17](=[CH:18][C:9]([CH2:8][N:5]3[CH2:6][CH2:7][C@H:3]([NH:2][S:26]([C:25]4[S:21][C:22]5[CH:33]=[CH:32][CH:31]=[CH:30][C:23]=5[CH:24]=4)(=[O:27])=[O:28])[C:4]3=[O:20])=[CH:10][CH:11]=2)[N:16]=1. The catalyst class is: 22. (8) The catalyst class is: 350. Product: [CH2:1]([O:3][C:4]([C:6]1[N:7]([CH2:37][C:38]2[CH:43]=[CH:42][CH:41]=[C:40]([Cl:44])[CH:39]=2)[C:8]2[C:13]([C:14]=1[NH:15][C:16](=[O:26])[C:17]1[CH:22]=[CH:21][CH:20]=[C:19]([NH2:23])[CH:18]=1)=[CH:12][CH:11]=[C:10]([C:27]1[CH:32]=[CH:31][C:30]([CH2:33][CH2:34][CH2:35][CH3:36])=[CH:29][CH:28]=1)[CH:9]=2)=[O:5])[CH3:2]. Reactant: [CH2:1]([O:3][C:4]([C:6]1[N:7]([CH2:37][C:38]2[CH:43]=[CH:42][CH:41]=[C:40]([Cl:44])[CH:39]=2)[C:8]2[C:13]([C:14]=1[NH:15][C:16](=[O:26])[C:17]1[CH:22]=[CH:21][CH:20]=[C:19]([N+:23]([O-])=O)[CH:18]=1)=[CH:12][CH:11]=[C:10]([C:27]1[CH:32]=[CH:31][C:30]([CH2:33][CH2:34][CH2:35][CH3:36])=[CH:29][CH:28]=1)[CH:9]=2)=[O:5])[CH3:2].